Dataset: Forward reaction prediction with 1.9M reactions from USPTO patents (1976-2016). Task: Predict the product of the given reaction. (1) Given the reactants [Cl:1][CH2:2][CH2:3][CH2:4][O:5][C:6]1[CH:11]=[CH:10][C:9]([C:12]2[N:13]=[C:14]3[CH2:19][CH2:18][CH2:17][CH2:16][N:15]3[CH:20]=2)=[CH:8][CH:7]=1, predict the reaction product. The product is: [Cl:1][CH2:2][CH2:3][CH2:4][O:5][C:6]1[CH:11]=[CH:10][C:9]([C:12]2[N:13]=[C:14]3[CH:19]=[CH:18][CH:17]=[CH:16][N:15]3[CH:20]=2)=[CH:8][CH:7]=1. (2) Given the reactants [OH:1][C:2]1[C:3]([C@:11]2([CH2:31]O)[C:19]3[C:14](=[CH:15][CH:16]=[CH:17][CH:18]=3)[N:13]([CH2:20][C:21]3[O:22][C:23]([C:26]([F:29])([F:28])[F:27])=[CH:24][CH:25]=3)[C:12]2=[O:30])=[CH:4][C:5]2[O:9][CH2:8][O:7][C:6]=2[CH:10]=1.C1(P(C2C=CC=CC=2)C2C=CC=CN=2)C=CC=CC=1.CC(OC(/N=N/C(OC(C)(C)C)=O)=O)(C)C, predict the reaction product. The product is: [F:28][C:26]([F:29])([F:27])[C:23]1[O:22][C:21]([CH2:20][N:13]2[C:14]3[C:19](=[CH:18][CH:17]=[CH:16][CH:15]=3)[C@@:11]3([C:3]4=[CH:4][C:5]5[O:9][CH2:8][O:7][C:6]=5[CH:10]=[C:2]4[O:1][CH2:31]3)[C:12]2=[O:30])=[CH:25][CH:24]=1. (3) Given the reactants [CH:1]1([O:4][C@H:5]2[CH2:9][N:8]([C:10]([O:12][CH2:13][C:14]3[CH:19]=[CH:18][CH:17]=[CH:16][CH:15]=3)=[O:11])[C@H:7]([C:20](OC)=[O:21])[CH2:6]2)[CH2:3][CH2:2]1.[BH4-].[Li+].O.Cl, predict the reaction product. The product is: [CH:1]1([O:4][C@H:5]2[CH2:9][N:8]([C:10]([O:12][CH2:13][C:14]3[CH:19]=[CH:18][CH:17]=[CH:16][CH:15]=3)=[O:11])[C@H:7]([CH2:20][OH:21])[CH2:6]2)[CH2:3][CH2:2]1. (4) Given the reactants [Br:1][C:2]1[N:3]=[C:4]([NH2:11])[S:5][C:6]=1[C:7]([F:10])([F:9])[F:8].[Cl:12][CH2:13][C:14](=O)[CH2:15][C:16](OCC)=[O:17], predict the reaction product. The product is: [Br:1][C:2]1[N:3]2[C:16](=[O:17])[CH:15]=[C:14]([CH2:13][Cl:12])[N:11]=[C:4]2[S:5][C:6]=1[C:7]([F:10])([F:8])[F:9]. (5) Given the reactants [Cl:1][C:2]1[N:7]=C(NC)[C:5]([NH2:10])=[CH:4][CH:3]=1.C(N1C=CN=C1)(N1C=CN=C1)=O.[CH3:23][N:24]([CH:26]=[O:27])[CH3:25], predict the reaction product. The product is: [Cl:1][C:2]1[N:7]=[C:23]2[N:24]([CH3:25])[C:26](=[O:27])[NH:10][C:5]2=[CH:4][CH:3]=1.